This data is from Full USPTO retrosynthesis dataset with 1.9M reactions from patents (1976-2016). The task is: Predict the reactants needed to synthesize the given product. (1) Given the product [CH3:13][C:11]1([CH3:12])[CH:8]([CH3:10])[O:7][B:6]([C:4]2[CH:5]=[N:1][N:2]([CH2:22][C:23](=[O:26])[CH2:24][CH3:25])[CH:3]=2)[O:14]1, predict the reactants needed to synthesize it. The reactants are: [NH:1]1[CH:5]=[C:4]([B:6]2[O:14][C:11]([CH3:13])([CH3:12])[C:8]([CH3:10])(C)[O:7]2)[CH:3]=[N:2]1.C([O-])([O-])=O.[Cs+].[Cs+].Br[CH2:22][C:23](=[O:26])[CH2:24][CH3:25]. (2) Given the product [CH:18]([N:17]1[C:11]2[CH:10]=[C:9]([NH:8][C:6]3[CH:5]=[CH:4][N:3]=[C:2]([N:37]4[CH2:34][CH2:26][C:25]5[CH:24]=[N:23][N:22]([CH2:31][CH2:32][OH:33])[C:30]=5[CH2:29]4)[N:7]=3)[N:14]=[CH:13][C:12]=2[N:15]=[C:16]1[CH3:21])([CH3:20])[CH3:19], predict the reactants needed to synthesize it. The reactants are: Cl[C:2]1[N:7]=[C:6]([NH:8][C:9]2[N:14]=[CH:13][C:12]3[N:15]=[C:16]([CH3:21])[N:17]([CH:18]([CH3:20])[CH3:19])[C:11]=3[CH:10]=2)[CH:5]=[CH:4][N:3]=1.[N:22]1([CH2:31][CH2:32][OH:33])[C:30]2[CH2:29]CN[CH2:26][C:25]=2[CH:24]=[N:23]1.[CH:34]([N:37](CC)C(C)C)(C)C. (3) Given the product [CH2:1]([O:3][C:4]([C:6]1[C:7](=[O:23])[N:8]([C:17]2[CH:22]=[CH:21][CH:20]=[CH:19][CH:18]=2)[C:9]2[C:14]([C:15]=1[Cl:26])=[CH:13][CH:12]=[CH:11][CH:10]=2)=[O:5])[CH3:2], predict the reactants needed to synthesize it. The reactants are: [CH2:1]([O:3][C:4]([C:6]1[C:7](=[O:23])[N:8]([C:17]2[CH:22]=[CH:21][CH:20]=[CH:19][CH:18]=2)[C:9]2[C:14]([C:15]=1O)=[CH:13][CH:12]=[CH:11][CH:10]=2)=[O:5])[CH3:2].O=P(Cl)(Cl)[Cl:26]. (4) Given the product [F:1][C:2]1[CH:3]=[C:4]([C:8]2[C@:9]3([CH2:25][CH2:24][C@H:23]4[C@@H:14]([CH2:15][CH2:16][C:17]5[CH:18]=[C:19]([C:26]([NH:30][C@H:31]6[CH2:35][CH2:34][CH2:33][C@H:32]6[C:36]([OH:38])=[O:37])=[O:27])[CH:20]=[CH:21][C:22]=54)[C@@H:11]3[CH2:12][CH:13]=2)[CH3:10])[CH:5]=[N:6][CH:7]=1, predict the reactants needed to synthesize it. The reactants are: [F:1][C:2]1[CH:3]=[C:4]([C:8]2[C@:9]3([CH2:25][CH2:24][C@H:23]4[C@@H:14]([CH2:15][CH2:16][C:17]5[CH:18]=[C:19]([C:26](O)=[O:27])[CH:20]=[CH:21][C:22]=54)[C@@H:11]3[CH2:12][CH:13]=2)[CH3:10])[CH:5]=[N:6][CH:7]=1.Cl.[NH2:30][C@H:31]1[CH2:35][CH2:34][CH2:33][C@H:32]1[C:36]([O:38]CC)=[O:37]. (5) Given the product [CH3:16][O:17][C:18]1[CH:19]=[C:20]([NH:24][N:25]=[C:7]2[C:6]3[C:10](=[CH:11][CH:12]=[C:4]4[N:3]=[CH:2][S:1][C:5]4=3)[NH:9][C:8]2=[O:13])[CH:21]=[CH:22][CH:23]=1, predict the reactants needed to synthesize it. The reactants are: [S:1]1[C:5]2=[C:6]3[C:10](=[CH:11][CH:12]=[C:4]2[N:3]=[CH:2]1)[NH:9][C:8](=[O:13])[C:7]3=O.Cl.[CH3:16][O:17][C:18]1[CH:19]=[C:20]([NH:24][NH2:25])[CH:21]=[CH:22][CH:23]=1. (6) The reactants are: [CH2:1]([O:8][C:9]1[CH:10]=[CH:11][C:12]([C@@H:20]([O:55][Si:56]([C:59]([CH3:62])([CH3:61])[CH3:60])([CH3:58])[CH3:57])[CH2:21][N:22]([C:48]([O:50][C:51]([CH3:54])([CH3:53])[CH3:52])=[O:49])[CH2:23][CH2:24][CH2:25][CH2:26][NH:27][C:28]([C:30]2[CH:31]=[C:32]([C:36]([OH:47])([C:41]3[CH:46]=[CH:45][CH:44]=[CH:43][CH:42]=3)[C:37]([O:39]C)=[O:38])[CH:33]=[CH:34][CH:35]=2)=[O:29])=[C:13]2[C:18]=1[NH:17][C:16](=[O:19])[CH:15]=[CH:14]2)[C:2]1[CH:7]=[CH:6][CH:5]=[CH:4][CH:3]=1.[Li+].[OH-]. Given the product [CH2:1]([O:8][C:9]1[CH:10]=[CH:11][C:12]([C@@H:20]([O:55][Si:56]([C:59]([CH3:62])([CH3:61])[CH3:60])([CH3:57])[CH3:58])[CH2:21][N:22]([C:48]([O:50][C:51]([CH3:52])([CH3:53])[CH3:54])=[O:49])[CH2:23][CH2:24][CH2:25][CH2:26][NH:27][C:28]([C:30]2[CH:31]=[C:32]([C:36]([OH:47])([C:41]3[CH:42]=[CH:43][CH:44]=[CH:45][CH:46]=3)[C:37]([OH:39])=[O:38])[CH:33]=[CH:34][CH:35]=2)=[O:29])=[C:13]2[C:18]=1[NH:17][C:16](=[O:19])[CH:15]=[CH:14]2)[C:2]1[CH:7]=[CH:6][CH:5]=[CH:4][CH:3]=1, predict the reactants needed to synthesize it.